From a dataset of Experimentally validated miRNA-target interactions with 360,000+ pairs, plus equal number of negative samples. Binary Classification. Given a miRNA mature sequence and a target amino acid sequence, predict their likelihood of interaction. (1) The miRNA is mmu-miR-3076-3p with sequence CGCACUCUGGUCUUCCCUUGCAG. The protein sequence of the target gene is MAAPSEVAAAVLGEGDGGAFGSWLDGRLEALGVDRAVYAAYILGVLQEEEEEEKLDALQGILSAFLEEESLLDICKEIVERWSETRDVTTKVKKEDEVQAIATLIEKQAQIVVKPRVVSEEEKQRKAALLAQYADVTDEEDEADKKDDAGASTANVSSDRTLFRNTNVEDVLNARKLERDSLRDESQRKKEQDKLQREKDKLAKQERKEKEKKRTQKGERKR. Result: 0 (no interaction). (2) The miRNA is mmu-miR-215-5p with sequence AUGACCUAUGAUUUGACAGAC. The protein sequence of the target gene is MDKFIDNMDVRIKSESGSMQVFKQVTGPVPTRDPSARADRRNMTSPSFLAASPMENPALFNDIKIEPPEELLESDFNMPQVEPVDLSFHKPKAPLQPASMLQAPIRPPKPPTAPQAIMVPTSADTVTSAAIPTVLTPGSILASSQGTGGQPILHVIHTIPSVSLPNKMSGLKTIPLVVQSLPMVYTSLPTDGSPAAITVPLIGGDGKSAGSVKVDPASMCPLEFPSDSDESAIESGSSALQSLQGFHHEPATMVHMQGEESLDLKRRRIHQCDFAGCSKVYTKSSHLKAHRRIHTGEKPY.... Result: 0 (no interaction). (3) The miRNA is hsa-let-7b-5p with sequence UGAGGUAGUAGGUUGUGUGGUU. The protein sequence of the target gene is MGRTYIVEETVGQYLSNINLQGKAFVSGLLIGQCSSQKDYVILATRTPPKEEQSENLKHPKAKLDNLDEEWATEHACQVSRMLPGGLLVLGVFIITTLELANDFQNALRRLMFAVEKSINRKRLWNFTEEEVSERVTLHICASTKKIFCRTYDIHDPKSSARPADWKYQSGLSSSWLSLECTVHINIHIPLSATSVSYTLEKNTKNGLTRWAKEIENGVYLINGQVKDEDCDLLEGQKKSSRGNTQATSHSFDVRVLTQLLLNSDHRSTATVQICSGSVNLKGAVKCRAYIHSSKPKVKD.... Result: 1 (interaction). (4) The miRNA is cel-miR-270 with sequence GGCAUGAUGUAGCAGUGGAG. The protein sequence of the target gene is MEDGVLKEGFLVKRGHIVHNWKARWFILRQNTLVYYKLEGGRRVTPPKGRILLDGCTITCPCLEYENRPLLIKLKTQTSTEYFLEACSREERDAWAFEITGAIHAGQPGKVQQLHSLRNSFKLPPHISLHRIVDKMHDSNTGIRSSPNMEQGSTYKKTFLGSSLVDWLISNSFTASRLEAVTLASMLMEENFLRPVGVRSMGAIRSGDLAEQFLDDSTALYTFAESYKKKISPKEEISLSTVELSGTVVKQGYLAKQGHKRKNWKVRRFVLRKDPAFLHYYDPSKEENRPVGGFSLRGSL.... Result: 0 (no interaction). (5) The miRNA is rno-miR-7a-5p with sequence UGGAAGACUAGUGAUUUUGUUGU. The protein sequence of the target gene is MPKRKVTFQGVGDEDGEDEISVPKKKLVDPVAAAGGPGSRFKGKHSLDSDEEDDDEEGSSKYDILASEDVEGQEAATLPSEGGVRITPFNLQEEMEEGHFDADGNYFLNQDAQIRDSWLDNIDWVRIKERPPDKHQVSDSEEEDSLGQTPMSAQALLEGLLELLLPRETVAGALRRLGARGGGKGSNSKGTGRPNSPQRLDRLSGLADQMVARGNLGVYQETRERLAMRLKGLGCRAQGSHDPTPPPSLDMFAEEVAEGELETPTPTQREEAESAGDGLMDVMWEYKWENTGDAELYGPF.... Result: 0 (no interaction). (6) The miRNA is mmu-miR-3473a with sequence UGGAGAGAUGGCUCAGCA. The protein sequence of the target gene is MRARSGVRSALLLALLLCWDPTPSLAGVDSAGQVLPDSYPSAPAEQLPYFLLEPQDAYIVKNKPVELHCRAFPATQIYFKCNGEWVSQNDHVTQESLDEATGLRVREVQIEVSRQQVEELFGLEDYWCQCVAWSSSGTTKSRRAYIRIAYLRKNFDQEPLAKEVPLDHEVLLQCRPPEGVPVAEVEWLKNEDVIDPAQDTNFLLTIDHNLIIRQARLSDTANYTCVAKNIVAKRRSTTATVIVYVNGGWSSWAEWSPCSNRCGRGWQKRTRTCTNPAPLNGGAFCEGQAFQKTACTTVCP.... Result: 0 (no interaction).